From a dataset of Reaction yield outcomes from USPTO patents with 853,638 reactions. Predict the reaction yield, written as a fraction of the theoretical maximum amount of product (1.0 means a 100% yield; for example, 0.34 means a 34% yield). (1) The reactants are [CH3:1][C:2]1[C:3]([C:8]#[N:9])=[N:4][CH:5]=[CH:6][CH:7]=1.[Br:10]N1C(=O)CCC1=O.CC(O)=O.CC(N=NC(C#N)(C)C)(C#N)C. The catalyst is C(Cl)(Cl)(Cl)Cl. The product is [Br:10][CH2:1][C:2]1[C:3]([C:8]#[N:9])=[N:4][CH:5]=[CH:6][CH:7]=1. The yield is 0.210. (2) The catalyst is CN(C)C1C=CN=CC=1.ClCCl. The product is [Br:16][C:17]1[CH:25]=[CH:24][C:20]([CH2:21][CH2:22][NH:23][C:9](=[O:10])[O:11][C:12]([CH3:13])([CH3:14])[CH3:15])=[CH:19][CH:18]=1. The reactants are [C:9](O[C:9]([O:11][C:12]([CH3:15])([CH3:14])[CH3:13])=[O:10])([O:11][C:12]([CH3:15])([CH3:14])[CH3:13])=[O:10].[Br:16][C:17]1[CH:25]=[CH:24][C:20]([CH2:21][CH2:22][NH2:23])=[CH:19][CH:18]=1. The yield is 0.220. (3) The reactants are C(OP([CH2:9][C:10]([O:12][C:13]([CH3:16])([CH3:15])[CH3:14])=[O:11])(OCC)=O)C.[H-].[Na+].[CH3:19][C:20]1[CH:25]=[CH:24][N:23]=[C:22]([CH:26]=O)[CH:21]=1.O. The catalyst is O1CCCC1. The product is [CH3:19][C:20]1[CH:25]=[CH:24][N:23]=[C:22](/[CH:26]=[CH:9]/[C:10]([O:12][C:13]([CH3:14])([CH3:15])[CH3:16])=[O:11])[CH:21]=1. The yield is 0.700. (4) The reactants are [Br:1][C:2]1[CH:10]=[CH:9][C:5]([C:6]([OH:8])=[O:7])=[C:4]([Cl:11])[CH:3]=1.C(OC(O[C:15]([CH3:18])([CH3:17])[CH3:16])=O)(O[C:15]([CH3:18])([CH3:17])[CH3:16])=O. The catalyst is C(O)(C)(C)C.CN(C)C1C=CN=CC=1. The product is [Br:1][C:2]1[CH:10]=[CH:9][C:5]([C:6]([O:8][C:15]([CH3:18])([CH3:17])[CH3:16])=[O:7])=[C:4]([Cl:11])[CH:3]=1. The yield is 0.291. (5) The reactants are [F:1][C:2]([F:47])([F:46])[C:3]1[CH:4]=[C:5]([CH:39]=[C:40]([C:42]([F:45])([F:44])[F:43])[CH:41]=1)[CH2:6][N:7]([C:29]1[N:30]=[N:31][N:32]([CH2:34][C:35]([O:37]C)=[O:36])[N:33]=1)[C@@H:8]1[C:17]2[C:12](=[CH:13][CH:14]=[C:15]([C:18]([F:21])([F:20])[F:19])[CH:16]=2)[N:11]([C:22]([O:24][CH2:25][CH3:26])=[O:23])[C@H:10]([CH2:27][CH3:28])[CH2:9]1.O[Li].O. The catalyst is C1COCC1.O.CCOCC. The product is [F:45][C:42]([F:43])([F:44])[C:40]1[CH:39]=[C:5]([CH:4]=[C:3]([C:2]([F:47])([F:46])[F:1])[CH:41]=1)[CH2:6][N:7]([C@@H:8]1[C:17]2[C:12](=[CH:13][CH:14]=[C:15]([C:18]([F:19])([F:20])[F:21])[CH:16]=2)[N:11]([C:22]([O:24][CH2:25][CH3:26])=[O:23])[C@H:10]([CH2:27][CH3:28])[CH2:9]1)[C:29]1[N:30]=[N:31][N:32]([CH2:34][C:35]([OH:37])=[O:36])[N:33]=1. The yield is 0.990. (6) The reactants are I[C:2]1[C:10]2[C:5](=[CH:6][CH:7]=[C:8]([CH:11]=[O:12])[CH:9]=2)[NH:4][N:3]=1.[N:13]1[CH:18]=[CH:17][C:16](B(O)O)=[CH:15][CH:14]=1.C([O-])([O-])=O.[Na+].[Na+].N#N. The catalyst is C1(C)C=CC=CC=1.CCO.O.C1C=CC([P]([Pd]([P](C2C=CC=CC=2)(C2C=CC=CC=2)C2C=CC=CC=2)([P](C2C=CC=CC=2)(C2C=CC=CC=2)C2C=CC=CC=2)[P](C2C=CC=CC=2)(C2C=CC=CC=2)C2C=CC=CC=2)(C2C=CC=CC=2)C2C=CC=CC=2)=CC=1. The product is [N:13]1[CH:18]=[CH:17][C:16]([C:2]2[C:10]3[C:5](=[CH:6][CH:7]=[C:8]([CH:11]=[O:12])[CH:9]=3)[NH:4][N:3]=2)=[CH:15][CH:14]=1. The yield is 0.640. (7) The reactants are [NH2:1][CH:2]1[CH:7]([CH3:8])[CH2:6][CH2:5][N:4]([C:9](=[O:20])[CH2:10][NH:11][C:12]2[CH:17]=[C:16]([Cl:18])[CH:15]=[C:14]([Cl:19])[CH:13]=2)[CH2:3]1.Cl[C:22]1[C:23]2[CH:30]=[CH:29][N:28]([S:31]([C:34]3[CH:40]=[CH:39][C:37]([CH3:38])=[CH:36][CH:35]=3)(=[O:33])=[O:32])[C:24]=2[N:25]=[CH:26][N:27]=1.CCN(C(C)C)C(C)C. The catalyst is CN(C=O)C.CCOC(C)=O.O. The product is [Cl:19][C:14]1[CH:13]=[C:12]([NH:11][CH2:10][C:9]([N:4]2[CH2:5][CH2:6][CH:7]([CH3:8])[CH:2]([NH:1][C:22]3[C:23]4[CH:30]=[CH:29][N:28]([S:31]([C:34]5[CH:40]=[CH:39][C:37]([CH3:38])=[CH:36][CH:35]=5)(=[O:32])=[O:33])[C:24]=4[N:25]=[CH:26][N:27]=3)[CH2:3]2)=[O:20])[CH:17]=[C:16]([Cl:18])[CH:15]=1. The yield is 0.350. (8) The reactants are [Mg].[Li+].[Cl-].CC(C[AlH]CC(C)C)C.Br[C:14]1[CH:15]=[C:16]([O:22][CH3:23])[C:17]([F:21])=[C:18]([F:20])[CH:19]=1.[Br:24][C:25]1[CH:26]=[C:27]([C:31]([C:39]2[CH:44]=[CH:43][CH:42]=[C:41]([F:45])[C:40]=2[C:46]#[N:47])=[N:32]S(C(C)(C)C)=O)[CH:28]=[CH:29][CH:30]=1.Cl. The catalyst is C1COCC1.CO. The product is [Br:24][C:25]1[CH:26]=[C:27]([C:31]2([C:14]3[CH:15]=[C:16]([O:22][CH3:23])[C:17]([F:21])=[C:18]([F:20])[CH:19]=3)[C:39]3[C:40](=[C:41]([F:45])[CH:42]=[CH:43][CH:44]=3)[C:46]([NH2:47])=[N:32]2)[CH:28]=[CH:29][CH:30]=1. The yield is 0.140. (9) The reactants are FC1C=C[C:5]([C:6]([OH:8])=[O:7])=CC=1[N+]([O-])=O.F[C:15](F)(F)[C:16]1[CH:17]=[C:18](O)[CH:19]=[CH:20][CH:21]=1.[N+:25]([C:28]1[CH:29]=[C:30]([CH:34]=[CH:35][C:36]=1[O:37][C:38]1[CH:43]=[CH:42][CH:41]=[C:40]([C:44]([F:47])([F:46])[F:45])[CH:39]=1)[C:31]([OH:33])=[O:32])([O-:27])=[O:26].CC(C)[N:50]=C=NC(C)C.[CH:57]1[CH:58]=[CH:59][C:60]2N(O)N=N[C:61]=2[CH:62]=1. The catalyst is CN(C=O)C.CN(C1C=CN=CC=1)C. The product is [N+:25]([C:28]1[CH:29]=[C:30]([CH:34]=[CH:35][C:36]=1[O:37][C:38]1[CH:43]=[CH:42][CH:41]=[C:40]([C:44]([F:45])([F:46])[F:47])[CH:39]=1)[C:31]([OH:33])=[O:32])([O-:27])=[O:26].[C:19]1([C:62]2[CH:61]=[CH:60][CH:59]=[CH:58][CH:57]=2)[CH:18]=[CH:17][C:16]([CH2:15][C@H:5]([NH:50][C:31](=[O:32])[C:30]2[CH:34]=[CH:35][C:36]([O:37][C:38]3[CH:43]=[CH:42][CH:41]=[C:40]([C:44]([F:47])([F:46])[F:45])[CH:39]=3)=[C:28]([N+:25]([O-:27])=[O:26])[CH:29]=2)[C:6]([OH:8])=[O:7])=[CH:21][CH:20]=1. The yield is 0.810.